From a dataset of Full USPTO retrosynthesis dataset with 1.9M reactions from patents (1976-2016). Predict the reactants needed to synthesize the given product. (1) Given the product [C:15]12([NH:25][CH2:1][C:3]3[CH:4]=[C:5](/[CH:9]=[CH:10]/[C:11]([O:13][CH3:14])=[O:12])[N:6]([CH3:8])[CH:7]=3)[CH2:22][CH:21]3[CH2:20][CH:19]([CH2:18][CH:17]([CH2:23]3)[CH2:16]1)[CH2:24]2, predict the reactants needed to synthesize it. The reactants are: [CH:1]([C:3]1[CH:4]=[C:5](/[CH:9]=[CH:10]/[C:11]([O:13][CH3:14])=[O:12])[N:6]([CH3:8])[CH:7]=1)=O.[C:15]12([NH2:25])[CH2:24][CH:19]3[CH2:20][CH:21]([CH2:23][CH:17]([CH2:18]3)[CH2:16]1)[CH2:22]2.[BH4-].[Na+].O. (2) Given the product [F:11][C:9]([F:10])([F:12])[C:7]1[CH:6]=[C:5]([C:13]2[N:17]=[CH:16][N:15](/[CH:18]=[CH:19]\[C:20]([N:33]([C:31]([CH:27]3[CH2:28][CH2:29][CH2:30][NH:25][CH2:26]3)=[O:32])[NH2:34])=[O:22])[N:14]=2)[CH:4]=[C:3]([C:2]([F:23])([F:24])[F:1])[CH:8]=1, predict the reactants needed to synthesize it. The reactants are: [F:1][C:2]([F:24])([F:23])[C:3]1[CH:4]=[C:5]([C:13]2[N:17]=[CH:16][N:15](/[CH:18]=[CH:19]\[C:20]([OH:22])=O)[N:14]=2)[CH:6]=[C:7]([C:9]([F:12])([F:11])[F:10])[CH:8]=1.[NH:25]1[CH2:30][CH2:29][CH2:28][CH:27]([C:31]([NH:33][NH2:34])=[O:32])[CH2:26]1.C(P1(=O)OP(CCC)(=O)OP(CCC)(=O)O1)CC.CCN(C(C)C)C(C)C. (3) Given the product [C:1](#[N:2])[CH3:3].[OH2:20].[C:56]([OH:59])([C:16]([F:19])([F:18])[F:17])=[O:57].[CH2:30]([N:6]1[CH2:7][C:4]([CH2:3][C:1]#[N:2])([N:8]2[CH2:9][CH2:10][CH:11]([NH:14][C@@H:21]3[CH2:23][C@H:22]3[C:24]3[CH:29]=[CH:28][CH:27]=[CH:26][CH:25]=3)[CH2:12][CH2:13]2)[CH2:5]1)[C:31]1[CH:36]=[CH:35][CH:34]=[CH:33][CH:32]=1.[C:15]([OH:20])([C:16]([F:19])([F:18])[F:17])=[O:37], predict the reactants needed to synthesize it. The reactants are: [C:1]([CH2:3][C:4]1([N:8]2[CH2:13][CH2:12][CH:11]([N:14]([C@@H:21]3[CH2:23][C@H:22]3[C:24]3[CH:29]=[CH:28][CH:27]=[CH:26][CH:25]=3)[C:15](=[O:20])[C:16]([F:19])([F:18])[F:17])[CH2:10][CH2:9]2)[CH2:7][NH:6][CH2:5]1)#[N:2].[CH:30](=[O:37])[C:31]1[CH:36]=[CH:35][CH:34]=[CH:33][CH:32]=1.C(O)(=O)C.[BH-](OC(C)=O)(OC(C)=O)OC(C)=O.[Na+].[C:56]([O-:59])([O-])=[O:57].[Na+].[Na+].[OH-].[Na+].O. (4) Given the product [Br:1][C:2]1[CH:7]=[CH:6][C:5]([CH2:8][O:9][Si:15]([C:18]([CH3:21])([CH3:20])[CH3:19])([CH3:17])[CH3:16])=[CH:4][CH:3]=1, predict the reactants needed to synthesize it. The reactants are: [Br:1][C:2]1[CH:7]=[CH:6][C:5]([CH2:8][OH:9])=[CH:4][CH:3]=1.N1C=CN=C1.[Si:15](Cl)([C:18]([CH3:21])([CH3:20])[CH3:19])([CH3:17])[CH3:16]. (5) Given the product [ClH:12].[ClH:12].[C@@H:5]1([NH2:9])[CH2:6][CH2:7][CH2:8][C@@H:4]1[NH2:1], predict the reactants needed to synthesize it. The reactants are: [N:1]([C@@H:4]1[CH2:8][CH2:7][CH2:6][C@@H:5]1[N:9]=[N+]=[N-])=[N+]=[N-].[ClH:12].